From a dataset of Catalyst prediction with 721,799 reactions and 888 catalyst types from USPTO. Predict which catalyst facilitates the given reaction. (1) Reactant: C(OC(=O)[NH:7][C@@H:8]1[CH2:13][CH2:12][CH2:11][N:10]([C:14]2[N:22]([CH2:23][C:24]#[C:25][CH3:26])[C:21]3[C:20](=[O:27])[N:19]([CH2:28][C:29](=[O:36])[C:30]4[CH:35]=[CH:34][CH:33]=[CH:32][CH:31]=4)[CH:18]=[N:17][C:16]=3[C:15]=2[C:37]#[N:38])[CH2:9]1)(C)(C)C. Product: [NH2:7][C@@H:8]1[CH2:13][CH2:12][CH2:11][N:10]([C:14]2[N:22]([CH2:23][C:24]#[C:25][CH3:26])[C:21]3[C:20](=[O:27])[N:19]([CH2:28][C:29](=[O:36])[C:30]4[CH:31]=[CH:32][CH:33]=[CH:34][CH:35]=4)[CH:18]=[N:17][C:16]=3[C:15]=2[C:37]#[N:38])[CH2:9]1. The catalyst class is: 137. (2) Reactant: Br[CH2:2][CH:3]([N:10]1[C:14]2[CH:15]=[C:16]([F:20])[C:17]([F:19])=[CH:18][C:13]=2[N:12]=[C:11]1[C:21]1[CH:26]=[CH:25][C:24]([Cl:27])=[CH:23][CH:22]=1)[CH:4]1[CH2:9][CH2:8][CH2:7][CH2:6][CH2:5]1.[OH:28][C:29]1[CH:34]=[C:33]([C:35]([O:37][CH3:38])=[O:36])[CH:32]=[CH:31][N:30]=1.CCCCCCC. Product: [CH3:38][O:37][C:35](=[O:36])[C:33]1[CH:32]=[CH:31][N:30]=[C:29]([O:28][CH2:2][CH:3]([N:10]2[C:14]3[CH:15]=[C:16]([F:20])[C:17]([F:19])=[CH:18][C:13]=3[N:12]=[C:11]2[C:21]2[CH:26]=[CH:25][C:24]([Cl:27])=[CH:23][CH:22]=2)[CH:4]2[CH2:9][CH2:8][CH2:7][CH2:6][CH2:5]2)[CH:34]=1. The catalyst class is: 13. (3) Reactant: [O:1]=[C:2]1[CH2:7][CH2:6][N:5]([C:8]([O:10][C:11]([CH3:14])([CH3:13])[CH3:12])=[O:9])[CH2:4][CH2:3]1.B(F)(F)F.CCOCC.[N+](=[CH:26][C:27]([O:29][CH2:30][CH3:31])=[O:28])=[N-]. Product: [O:1]=[C:2]1[CH2:7][CH2:6][N:5]([C:8]([O:10][C:11]([CH3:12])([CH3:13])[CH3:14])=[O:9])[CH2:4][CH2:3][CH:26]1[C:27]([O:29][CH2:30][CH3:31])=[O:28]. The catalyst class is: 28. (4) Reactant: COC1C=C(C(C2C=CC(OC)=C(OC)C=2)=CC(OC)=O)C=CC=1OC.[CH2:27]([C:29]1[CH:30]=[C:31]([CH:40]=[CH:41][C:42]=1[CH2:43][CH3:44])[C:32]([C:34]1[CH:39]=[CH:38][CH:37]=[CH:36][CH:35]=1)=O)[CH3:28].C(OP([CH2:53][C:54]#[N:55])(=O)OCC)C.C[Si](C)(C)[N-][Si](C)(C)C.[Li+]. Product: [CH2:27]([C:29]1[CH:30]=[C:31]([C:32]([C:34]2[CH:39]=[CH:38][CH:37]=[CH:36][CH:35]=2)=[CH:53][C:54]#[N:55])[CH:40]=[CH:41][C:42]=1[CH2:43][CH3:44])[CH3:28]. The catalyst class is: 81. (5) Reactant: [C:1]([C:3]1[CH:14]=[CH:13][C:6]([O:7][CH2:8][C:9]([O:11][CH3:12])=[O:10])=[CH:5][CH:4]=1)#[N:2].[N-:15]=[N+:16]=[N-:17].[Na+].[NH4+].[Cl-].O. Product: [N:2]1[NH:15][N:16]=[N:17][C:1]=1[C:3]1[CH:14]=[CH:13][C:6]([O:7][CH2:8][C:9]([O:11][CH3:12])=[O:10])=[CH:5][CH:4]=1. The catalyst class is: 3. (6) Product: [Br:1][C:2]1[CH:7]=[N:6][CH:5]=[C:4]([O:8][CH2:14][CH2:13][CH2:12][Cl:11])[CH:3]=1. Reactant: [Br:1][C:2]1[CH:3]=[C:4]([OH:8])[CH:5]=[N:6][CH:7]=1.[H-].[Na+].[Cl:11][CH2:12][CH2:13][CH2:14]I.[Na+].[Cl-]. The catalyst class is: 18. (7) Reactant: [CH2:1]=[C:2]1[CH:6]2[C:7]3[CH:8]=[CH:9][CH:10]=[CH:11][C:12]=3[CH2:13][C:5]2([C:14]2[N:15]=[CH:16][NH:17][CH:18]=2)[CH2:4][CH2:3]1.[H][H]. Product: [CH3:1][CH:2]1[CH:6]2[C:7]3[CH:8]=[CH:9][CH:10]=[CH:11][C:12]=3[CH2:13][C:5]2([C:14]2[N:15]=[CH:16][NH:17][CH:18]=2)[CH2:4][CH2:3]1. The catalyst class is: 29. (8) Reactant: C[O:2][C:3](=[O:18])[C:4]1[CH:9]=[CH:8][C:7]([C:10]2[O:14][CH:13]=[N:12][CH:11]=2)=[C:6]([N+:15]([O-:17])=[O:16])[CH:5]=1.[OH-].[Na+]. Product: [N+:15]([C:6]1[CH:5]=[C:4]([CH:9]=[CH:8][C:7]=1[C:10]1[O:14][CH:13]=[N:12][CH:11]=1)[C:3]([OH:18])=[O:2])([O-:17])=[O:16]. The catalyst class is: 5. (9) Reactant: C[N:2]([CH:4]=[C:5]1[CH2:11][CH2:10][CH2:9][C:8]2[C:12]([F:27])=[C:13]([N:16]3[CH2:20][C@H:19]([CH2:21][NH:22][C:23](=[O:25])[CH3:24])[O:18][C:17]3=[O:26])[CH:14]=[CH:15][C:7]=2[C:6]1=[O:28])C.NOS(O)(=O)=O. Product: [F:27][C:12]1[C:8]2[CH2:9][CH2:10][CH2:11][C:5]3[CH:4]=[N:2][O:28][C:6]=3[C:7]=2[CH:15]=[CH:14][C:13]=1[N:16]1[CH2:20][C@H:19]([CH2:21][NH:22][C:23](=[O:25])[CH3:24])[O:18][C:17]1=[O:26]. The catalyst class is: 5.